Dataset: TCR-epitope binding with 47,182 pairs between 192 epitopes and 23,139 TCRs. Task: Binary Classification. Given a T-cell receptor sequence (or CDR3 region) and an epitope sequence, predict whether binding occurs between them. (1) The epitope is GLCTLVAML. The TCR CDR3 sequence is CASSQDPSRTYEQYF. Result: 1 (the TCR binds to the epitope). (2) The epitope is TEILPVSMTK. The TCR CDR3 sequence is CASSGTGIFGTEAFF. Result: 0 (the TCR does not bind to the epitope). (3) The epitope is RPPIFIRRL. The TCR CDR3 sequence is CASSFGTNYGYTF. Result: 0 (the TCR does not bind to the epitope). (4) The epitope is GTSGSPIIDK. The TCR CDR3 sequence is CASSIASWAWGQPQHF. Result: 0 (the TCR does not bind to the epitope). (5) The epitope is QARQMVQAMRTIGTHP. The TCR CDR3 sequence is CASSPGQGPRYQETQYF. Result: 1 (the TCR binds to the epitope). (6) The epitope is VLWAHGFEL. The TCR CDR3 sequence is CASSLDAGGASQYF. Result: 1 (the TCR binds to the epitope). (7) The epitope is TLIGDCATV. The TCR CDR3 sequence is CASSSPSALSYEQYF. Result: 0 (the TCR does not bind to the epitope). (8) The epitope is FPPTSFGPL. The TCR CDR3 sequence is CASSQAESSYNEQFF. Result: 1 (the TCR binds to the epitope).